From a dataset of Full USPTO retrosynthesis dataset with 1.9M reactions from patents (1976-2016). Predict the reactants needed to synthesize the given product. Given the product [OH:67][CH2:66][C:14]([N:12]1[CH:13]=[C:9]([C:24]2[C:36]3[C:35]4[C:30](=[CH:31][CH:32]=[CH:33][CH:34]=4)[C:29]([OH:37])([C:38]([F:41])([F:40])[F:39])[C:28]=3[CH:27]=[C:26]([CH3:42])[CH:25]=2)[CH:10]=[N:11]1)([CH2:15][OH:17])[CH2:43][OH:46], predict the reactants needed to synthesize it. The reactants are: CC1(C)C(C)(C)OB([C:9]2[CH:10]=[N:11][N:12]([CH2:14][C:15]([O:17]C(C)(C)C)=O)[CH:13]=2)O1.Cl[C:24]1[C:36]2[C:35]3[C:30](=[CH:31][CH:32]=[CH:33][CH:34]=3)[C:29]([C:38]([F:41])([F:40])[F:39])([OH:37])[C:28]=2[CH:27]=[C:26]([CH3:42])[CH:25]=1.[C:43](=[O:46])([O-])O.[Na+].C1(P(C2CCCCC2)C2C=CC=CC=2C2[C:66]([O:67]C)=CC=CC=2OC)CCCCC1.